The task is: Predict the product of the given reaction.. This data is from Forward reaction prediction with 1.9M reactions from USPTO patents (1976-2016). (1) Given the reactants [Br:1][C:2]1[N:3]=[CH:4][C:5]2[N:6]([C:8](I)=[CH:9][N:10]=2)[CH:7]=1.C([O-])([O-])=O.[Na+].[Na+].[C:18]([C:20]1[CH:25]=[CH:24][C:23](B(O)O)=[CH:22][CH:21]=1)#[N:19], predict the reaction product. The product is: [Br:1][C:2]1[N:3]=[CH:4][C:5]2[N:6]([C:8]([C:23]3[CH:24]=[CH:25][C:20]([C:18]#[N:19])=[CH:21][CH:22]=3)=[CH:9][N:10]=2)[CH:7]=1. (2) Given the reactants [Cl:1][C:2]1[C:10]([O:11][CH3:12])=[CH:9][C:5]([C:6](O)=[O:7])=[CH:4][N:3]=1.B, predict the reaction product. The product is: [Cl:1][C:2]1[N:3]=[CH:4][C:5]([CH2:6][OH:7])=[CH:9][C:10]=1[O:11][CH3:12]. (3) Given the reactants Cl.[CH3:2][CH:3](NCCC(O)=O)[CH2:4][CH2:5][CH2:6]C.[CH3:14][NH:15][CH2:16][C:17]1[CH:22]=[CH:21][CH:20]=[CH:19][CH:18]=1.BrCCCCC.C(=O)([O-])[O-].[K+].[K+], predict the reaction product. The product is: [CH3:14][N:15]([CH2:16][C:17]1[CH:22]=[CH:21][CH:20]=[CH:19][CH:18]=1)[CH2:2][CH2:3][CH2:4][CH2:5][CH3:6]. (4) Given the reactants [CH2:1]([NH:5][C:6]1[N:11]=[C:10]([NH:12][CH2:13][CH2:14][CH2:15][CH3:16])[N:9]=[C:8](Cl)[N:7]=1)[CH2:2][CH2:3][CH3:4].C(N(C(C)C)CC)(C)C.[CH2:27]([CH2:29][NH2:30])[OH:28], predict the reaction product. The product is: [CH2:1]([NH:5][C:6]1[N:11]=[C:10]([NH:12][CH2:13][CH2:14][CH2:15][CH3:16])[N:9]=[C:8]([NH:30][CH2:29][CH2:27][OH:28])[N:7]=1)[CH2:2][CH2:3][CH3:4]. (5) Given the reactants [CH3:1][O:2][C:3]1[CH:4]=[C:5]2[C:10](=[CH:11][C:12]=1[O:13][CH3:14])[N:9]=[CH:8][C:7]([C:15]#[N:16])=[C:6]2[CH3:17].[Li+].C[Si]([N-][Si](C)(C)C)(C)C.N1([C:33](=O)[CH2:34][CH2:35][C:36]2[CH:37]=[N:38][CH:39]=[CH:40][CH:41]=2)C=CN=C1.C([O-])(=O)C.[NH4+:47], predict the reaction product. The product is: [CH3:14][O:13][C:12]1[C:3]([O:2][CH3:1])=[CH:4][C:5]2[C:6]3[C:7](=[C:15]([NH2:47])[N:16]=[C:33]([CH2:34][CH2:35][C:36]4[CH:37]=[N:38][CH:39]=[CH:40][CH:41]=4)[CH:17]=3)[CH:8]=[N:9][C:10]=2[CH:11]=1.